From a dataset of Forward reaction prediction with 1.9M reactions from USPTO patents (1976-2016). Predict the product of the given reaction. Given the reactants [F:1][C:2]([F:14])([F:13])[C:3]([NH:5][C:6]1[CH:12]=[CH:11][C:9]([NH2:10])=[CH:8][CH:7]=1)=[O:4].N1C=CC=CC=1.Cl[C:22]([O:24][CH2:25][C:26]([Cl:29])([Cl:28])[Cl:27])=[O:23], predict the reaction product. The product is: [F:1][C:2]([F:13])([F:14])[C:3]([NH:5][C:6]1[CH:12]=[CH:11][C:9]([NH:10][C:22](=[O:23])[O:24][CH2:25][C:26]([Cl:29])([Cl:28])[Cl:27])=[CH:8][CH:7]=1)=[O:4].